Dataset: Catalyst prediction with 721,799 reactions and 888 catalyst types from USPTO. Task: Predict which catalyst facilitates the given reaction. (1) Product: [CH3:1][N:2]1[C:10]2[C:5](=[CH:6][C:7]([NH:11][C:12](=[O:18])[O:13][C:14]([CH3:17])([CH3:15])[CH3:16])=[CH:8][CH:9]=2)[C:4]([C:19]2[NH:27][C:22]3=[N:23][CH:24]=[CH:25][CH:26]=[C:21]3[CH:20]=2)=[CH:3]1. Reactant: [CH3:1][N:2]1[C:10]2[C:5](=[CH:6][C:7]([NH:11][C:12](=[O:18])[O:13][C:14]([CH3:17])([CH3:16])[CH3:15])=[CH:8][CH:9]=2)[C:4]([C:19]2[N:27](S(C3C=CC(C)=CC=3)(=O)=O)[C:22]3=[N:23][CH:24]=[CH:25][CH:26]=[C:21]3[CH:20]=2)=[CH:3]1.[OH-].[K+]. The catalyst class is: 5. (2) Reactant: [NH:1]([C:3]([S:5][CH3:6])=[S:4])[NH2:2].[N:7]1[CH:12]=[CH:11][CH:10]=[CH:9][C:8]=1[CH:13]=O. Product: [N:7]1[CH:12]=[CH:11][CH:10]=[CH:9][C:8]=1[CH:13]=[N:2][NH:1][C:3]([S:5][CH3:6])=[S:4]. The catalyst class is: 41.